From a dataset of Full USPTO retrosynthesis dataset with 1.9M reactions from patents (1976-2016). Predict the reactants needed to synthesize the given product. (1) Given the product [F:1][C:7]1([CH3:6])[CH2:16][CH2:15][C:14]2[C:9](=[CH:10][CH:11]=[CH:12][CH:13]=2)[C:8]1=[O:17], predict the reactants needed to synthesize it. The reactants are: [F:1][B-](F)(F)F.[CH3:6][CH:7]1[CH2:16][CH2:15][C:14]2[C:9](=[CH:10][CH:11]=[CH:12][CH:13]=2)[C:8]1=[O:17].Cl. (2) Given the product [CH3:22][C:23]1[CH:30]=[CH:29][CH:28]=[C:27]([CH3:31])[C:24]=1[CH2:25][O:1][C:2]1[CH:3]=[C:4]([CH:19]=[CH:20][CH:21]=1)[O:5][CH2:6][CH2:7][N:8]1[C:9](=[O:18])[C:10]2[C:15](=[CH:14][CH:13]=[CH:12][CH:11]=2)[C:16]1=[O:17], predict the reactants needed to synthesize it. The reactants are: [OH:1][C:2]1[CH:3]=[C:4]([CH:19]=[CH:20][CH:21]=1)[O:5][CH2:6][CH2:7][N:8]1[C:16](=[O:17])[C:15]2[C:10](=[CH:11][CH:12]=[CH:13][CH:14]=2)[C:9]1=[O:18].[CH3:22][C:23]1[CH:30]=[CH:29][CH:28]=[C:27]([CH3:31])[C:24]=1[CH2:25]O.